From a dataset of Full USPTO retrosynthesis dataset with 1.9M reactions from patents (1976-2016). Predict the reactants needed to synthesize the given product. Given the product [ClH:33].[NH2:7][C@@H:8]([C@H:16]1[CH2:17][CH2:18][C@H:19]([NH:22][C:23]([C:25]2[C:30]([NH2:31])=[N:29][CH:28]=[CH:27][N:26]=2)=[O:24])[CH2:20][CH2:21]1)[C:9](=[O:15])[N:10]1[CH2:14][CH2:13][S:12][CH2:11]1, predict the reactants needed to synthesize it. The reactants are: C(OC(=O)[NH:7][C@@H:8]([C@H:16]1[CH2:21][CH2:20][C@H:19]([NH:22][C:23]([C:25]2[C:30]([NH2:31])=[N:29][CH:28]=[CH:27][N:26]=2)=[O:24])[CH2:18][CH2:17]1)[C:9](=[O:15])[N:10]1[CH2:14][CH2:13][S:12][CH2:11]1)(C)(C)C.[ClH:33].